This data is from Catalyst prediction with 721,799 reactions and 888 catalyst types from USPTO. The task is: Predict which catalyst facilitates the given reaction. Reactant: [H-].[Na+].[CH3:3][C:4]1[CH:5]=[C:6]([CH:20]=[CH:21][C:22]=1[CH3:23])[C:7]([C:9]1[C:18](=[O:19])[C:17]2[C:12](=[CH:13][CH:14]=[CH:15][CH:16]=2)[NH:11][CH:10]=1)=[O:8].[F:24][C:25]1[CH:32]=[CH:31][CH:30]=[CH:29][C:26]=1[CH2:27]Br. Product: [CH3:3][C:4]1[CH:5]=[C:6]([CH:20]=[CH:21][C:22]=1[CH3:23])[C:7]([CH:9]1[C:18](=[O:19])[C:17]2[C:12](=[CH:13][CH:14]=[CH:15][CH:16]=2)[N:11]([CH2:27][C:26]2[CH:29]=[CH:30][CH:31]=[CH:32][C:25]=2[F:24])[CH2:10]1)=[O:8]. The catalyst class is: 9.